This data is from Forward reaction prediction with 1.9M reactions from USPTO patents (1976-2016). The task is: Predict the product of the given reaction. Given the reactants FC(F)(F)C(O)=O.[F:8][C:9]1[CH:14]=[CH:13][C:12]([C:15]2[C:23]3[C:18](=[N:19][CH:20]=[CH:21][N:22]=3)[NH:17][C:16]=2[C:24]2[CH:29]=[CH:28][N:27]=[C:26]([NH:30][CH2:31][CH2:32][CH2:33][OH:34])[CH:25]=2)=[CH:11][CH:10]=1.[ClH:35].C(OCC)C, predict the reaction product. The product is: [ClH:35].[F:8][C:9]1[CH:14]=[CH:13][C:12]([C:15]2[C:23]3[C:18](=[N:19][CH:20]=[CH:21][N:22]=3)[NH:17][C:16]=2[C:24]2[CH:29]=[CH:28][N:27]=[C:26]([NH:30][CH2:31][CH2:32][CH2:33][OH:34])[CH:25]=2)=[CH:11][CH:10]=1.